This data is from Catalyst prediction with 721,799 reactions and 888 catalyst types from USPTO. The task is: Predict which catalyst facilitates the given reaction. (1) Reactant: [N:1]1[CH:6]=[CH:5][C:4]([C:7]2[CH:16]=[CH:15][C:10]([C:11]([O:13][CH3:14])=[O:12])=[CH:9][CH:8]=2)=[CH:3][CH:2]=1. Product: [NH:1]1[CH2:6][CH2:5][CH:4]([C:7]2[CH:16]=[CH:15][C:10]([C:11]([O:13][CH3:14])=[O:12])=[CH:9][CH:8]=2)[CH2:3][CH2:2]1. The catalyst class is: 19. (2) Reactant: [C:1]([C:5]1[N:10]=[C:9](Cl)[C:8]([C:12]([NH:14][S:15]([C:18]2[CH:23]=[CH:22][CH:21]=[C:20]([F:24])[N:19]=2)(=[O:17])=[O:16])=[O:13])=[CH:7][CH:6]=1)([CH3:4])([CH3:3])[CH3:2].[C:25]1(B(O)O)[CH2:30][CH2:29][CH2:28][CH2:27][CH:26]=1.C(=O)([O-])[O-].[Na+].[Na+]. Product: [C:1]([C:5]1[CH:6]=[CH:7][C:8]([C:12]([NH:14][S:15]([C:18]2[CH:23]=[CH:22][CH:21]=[C:20]([F:24])[N:19]=2)(=[O:17])=[O:16])=[O:13])=[C:9]([C:25]2[CH2:30][CH2:29][CH2:28][CH2:27][CH:26]=2)[N:10]=1)([CH3:4])([CH3:3])[CH3:2]. The catalyst class is: 75. (3) Reactant: [NH2:1][C@H:2]([C:11]1[O:15][N:14]=[C:13]([CH3:16])[C:12]=1[C:17]1[CH:22]=[CH:21][N:20]=[C:19]([F:23])[C:18]=1[CH2:24][OH:25])[CH2:3][C:4]([O:6][C:7]([CH3:10])([CH3:9])[CH3:8])=[O:5].CC1(C)N([O])C(C)(C)CCC1.[Br-].[K+].Cl[O-].[Na+]. Product: [F:23][C:19]1[C:18]2[C:24](=[O:25])[NH:1][C@@H:2]([CH2:3][C:4]([O:6][C:7]([CH3:10])([CH3:8])[CH3:9])=[O:5])[C:11]3[O:15][N:14]=[C:13]([CH3:16])[C:12]=3[C:17]=2[CH:22]=[CH:21][N:20]=1. The catalyst class is: 2. (4) Reactant: [CH3:1][O:2][C:3]1[CH:8]=[N:7][N:6]([CH3:9])[C:5](=[O:10])[C:4]=1[C:11]1[CH:15]=[CH:14][N:13]([C:16]2[CH:21]=[CH:20][C:19]([C:22]([F:25])([F:24])[F:23])=[CH:18][CH:17]=2)[N:12]=1.[Br:26]N1C(=O)CCC1=O. Product: [Br:26][C:15]1[C:11]([C:4]2[C:5](=[O:10])[N:6]([CH3:9])[N:7]=[CH:8][C:3]=2[O:2][CH3:1])=[N:12][N:13]([C:16]2[CH:21]=[CH:20][C:19]([C:22]([F:25])([F:23])[F:24])=[CH:18][CH:17]=2)[CH:14]=1. The catalyst class is: 35.